This data is from NCI-60 drug combinations with 297,098 pairs across 59 cell lines. The task is: Regression. Given two drug SMILES strings and cell line genomic features, predict the synergy score measuring deviation from expected non-interaction effect. (1) Drug 1: CCCS(=O)(=O)NC1=C(C(=C(C=C1)F)C(=O)C2=CNC3=C2C=C(C=N3)C4=CC=C(C=C4)Cl)F. Drug 2: CCC1(CC2CC(C3=C(CCN(C2)C1)C4=CC=CC=C4N3)(C5=C(C=C6C(=C5)C78CCN9C7C(C=CC9)(C(C(C8N6C=O)(C(=O)OC)O)OC(=O)C)CC)OC)C(=O)OC)O.OS(=O)(=O)O. Cell line: M14. Synergy scores: CSS=58.6, Synergy_ZIP=7.21, Synergy_Bliss=7.16, Synergy_Loewe=7.26, Synergy_HSA=7.97. (2) Drug 1: C(=O)(N)NO. Drug 2: CC12CCC3C(C1CCC2OP(=O)(O)O)CCC4=C3C=CC(=C4)OC(=O)N(CCCl)CCCl.[Na+]. Cell line: CCRF-CEM. Synergy scores: CSS=0.246, Synergy_ZIP=-3.84, Synergy_Bliss=-8.02, Synergy_Loewe=-5.39, Synergy_HSA=-6.19. (3) Drug 1: CC=C1C(=O)NC(C(=O)OC2CC(=O)NC(C(=O)NC(CSSCCC=C2)C(=O)N1)C(C)C)C(C)C. Drug 2: CCC1=C2CN3C(=CC4=C(C3=O)COC(=O)C4(CC)O)C2=NC5=C1C=C(C=C5)O. Cell line: MDA-MB-231. Synergy scores: CSS=55.8, Synergy_ZIP=-2.91, Synergy_Bliss=-2.06, Synergy_Loewe=-10.2, Synergy_HSA=0.858.